Dataset: Forward reaction prediction with 1.9M reactions from USPTO patents (1976-2016). Task: Predict the product of the given reaction. (1) Given the reactants C([CH:5]([C:9]1[CH2:10][CH2:11][C:12](=[O:41])[N:13]([CH2:20][CH2:21][NH:22][CH2:23][CH:24]2[CH2:29][CH2:28][CH:27]([NH:30][C:31]3[NH:32][C:33]([CH:39]=[CH2:40])=[C:34](/[CH:36]=[CH:37]\C)[N:35]=3)[CH2:26][CH2:25]2)[C:14]2[C:15]=1[CH2:16][CH:17]=[CH:18][CH:19]=2)[C:6]([OH:8])=[O:7])(C)(C)C.[C:42]([OH:48])([C:44]([F:47])([F:46])[F:45])=[O:43], predict the reaction product. The product is: [F:45][C:44]([F:47])([F:46])[C:42]([OH:48])=[O:43].[NH:32]1[C:33]2[CH:39]=[CH:40][CH:37]=[CH:36][C:34]=2[N:35]=[C:31]1[NH:30][CH:27]1[CH2:26][CH2:25][CH:24]([CH2:23][NH:22][CH2:21][CH2:20][N:13]2[C:14]3[CH:19]=[CH:18][CH:17]=[CH:16][C:15]=3[CH:9]([CH2:5][C:6]([OH:8])=[O:7])[CH2:10][CH2:11][C:12]2=[O:41])[CH2:29][CH2:28]1. (2) Given the reactants [C:1]([C:3]1[CH:4]=[C:5](/[CH:10]=[CH:11]/[C:12]([OH:14])=O)[CH:6]=[CH:7][C:8]=1[F:9])#[N:2].[NH:15]1[CH2:19][CH2:18][CH2:17][C@H:16]1[CH2:20][N:21]1[CH2:26][CH2:25][CH2:24][CH2:23][CH2:22]1, predict the reaction product. The product is: [F:9][C:8]1[CH:7]=[CH:6][C:5](/[CH:10]=[CH:11]/[C:12](=[O:14])[N:15]2[CH2:19][CH2:18][CH2:17][C@H:16]2[CH2:20][N:21]2[CH2:26][CH2:25][CH2:24][CH2:23][CH2:22]2)=[CH:4][C:3]=1[C:1]#[N:2]. (3) Given the reactants [NH2:1][C:2]1[CH:3]=[C:4]2[C:9](=[CH:10][CH:11]=1)[CH:8]=[C:7]([C:12]([O:14][CH3:15])=[O:13])[CH:6]=[CH:5]2.[CH3:16][CH:17]1[CH2:22][CH2:21][C:20](=O)[CH2:19][CH2:18]1.CC(O)=O, predict the reaction product. The product is: [CH3:16][C@@H:17]1[CH2:22][CH2:21][C@H:20]([NH:1][C:2]2[CH:3]=[C:4]3[C:9](=[CH:10][CH:11]=2)[CH:8]=[C:7]([C:12]([O:14][CH3:15])=[O:13])[CH:6]=[CH:5]3)[CH2:19][CH2:18]1. (4) Given the reactants [Cl:1][C:2]1[CH:7]=[CH:6][C:5]([S:8]([CH:11]2[CH2:16][CH2:15][NH:14][CH2:13][CH2:12]2)(=[O:10])=[O:9])=[CH:4][CH:3]=1.[Cl:17][C:18]1[CH:19]=[N:20][CH:21]=[C:22]([Cl:25])[C:23]=1Cl.CCN(C(C)C)C(C)C, predict the reaction product. The product is: [Cl:17][C:18]1[CH:19]=[N:20][CH:21]=[C:22]([Cl:25])[C:23]=1[N:14]1[CH2:15][CH2:16][CH:11]([S:8]([C:5]2[CH:4]=[CH:3][C:2]([Cl:1])=[CH:7][CH:6]=2)(=[O:9])=[O:10])[CH2:12][CH2:13]1.